From a dataset of Forward reaction prediction with 1.9M reactions from USPTO patents (1976-2016). Predict the product of the given reaction. (1) The product is: [C:1]([O:5][C:6](=[O:15])[C:7]1[CH:12]=[C:11]([CH:22]=[CH2:23])[N:10]=[C:9]([CH:28]=[CH2:29])[CH:8]=1)([CH3:4])([CH3:3])[CH3:2]. Given the reactants [C:1]([O:5][C:6](=[O:15])[C:7]1[CH:12]=[C:11](Cl)[N:10]=[C:9](Cl)[CH:8]=1)([CH3:4])([CH3:3])[CH3:2].B1(C=C)OB([CH:22]=[CH2:23])OB([CH:22]=[CH2:23])O1.[CH:28]1[CH:29]=[CH:28]N=C[CH:29]=1.C([O-])([O-])=O.[K+].[K+], predict the reaction product. (2) The product is: [CH3:30][O:29][C:25]1[CH:24]=[C:22]([NH:23][C:5](=[O:7])[C:4]2[CH:8]=[CH:9][C:10]([O:11][CH3:12])=[C:2]([NH:1][C:15](=[O:16])[CH2:14][Cl:13])[CH:3]=2)[CH:21]=[C:20]([O:19][CH3:18])[C:26]=1[O:27][CH3:28]. Given the reactants [NH2:1][C:2]1[CH:3]=[C:4]([CH:8]=[CH:9][C:10]=1[O:11][CH3:12])[C:5]([OH:7])=O.[Cl:13][CH2:14][C:15](Cl)=[O:16].[CH3:18][O:19][C:20]1[CH:21]=[C:22]([CH:24]=[C:25]([O:29][CH3:30])[C:26]=1[O:27][CH3:28])[NH2:23], predict the reaction product. (3) Given the reactants [CH3:1][C:2]1([C:5]2[CH:13]=[CH:12][CH:11]=[C:10]3[C:6]=2[CH2:7][CH2:8][CH:9]3[OH:14])[CH2:4][CH2:3]1.[CH3:15][O:16][C:17](=[O:29])[CH2:18][C@H:19]1[C:23]2[CH:24]=[CH:25][C:26](O)=[CH:27][C:22]=2[O:21][CH2:20]1, predict the reaction product. The product is: [CH3:15][O:16][C:17](=[O:29])[CH2:18][C@H:19]1[C:23]2[CH:24]=[CH:25][C:26]([O:14][CH:9]3[C:10]4[C:6](=[C:5]([C:2]5([CH3:1])[CH2:3][CH2:4]5)[CH:13]=[CH:12][CH:11]=4)[CH2:7][CH2:8]3)=[CH:27][C:22]=2[O:21][CH2:20]1.